From a dataset of Catalyst prediction with 721,799 reactions and 888 catalyst types from USPTO. Predict which catalyst facilitates the given reaction. (1) Reactant: [N+:1]([C:4]1[CH:5]=[CH:6][C:7]([CH2:10][CH2:11][C@H:12]([NH:23]C(OCC2C=CC=CC=2)=O)[C:13]([O:15]CC2C=CC=CC=2)=[O:14])=[N:8][CH:9]=1)([O-])=O.C.[H][H]. Product: [NH2:23][C@@H:12]([CH2:11][CH2:10][C:7]1[CH:6]=[CH:5][C:4]([NH2:1])=[CH:9][N:8]=1)[C:13]([OH:15])=[O:14]. The catalyst class is: 838. (2) Reactant: [OH:1][C@H:2]1[CH2:7][CH2:6][C@H:5]([NH:8][C:9]2[O:10][CH2:11][C:12](=[O:19])[C:13]=2[C:14]([O:16][CH2:17][CH3:18])=[O:15])[CH2:4][CH2:3]1.[NH:20]1[C:28]2[C:23](=[CH:24][CH:25]=[CH:26][N:27]=2)[C:22]([CH:29]=O)=[CH:21]1.N1CCC[C@H]1C(O)=O. Product: [NH:20]1[C:28]2=[N:27][CH:26]=[CH:25][CH:24]=[C:23]2[C:22]([CH:29]=[C:11]2[O:10][C:9]([NH:8][C@H:5]3[CH2:6][CH2:7][C@H:2]([OH:1])[CH2:3][CH2:4]3)=[C:13]([C:14]([O:16][CH2:17][CH3:18])=[O:15])[C:12]2=[O:19])=[CH:21]1. The catalyst class is: 8. (3) Reactant: [Cl:1][C:2]1[CH:3]=[C:4]([C:17]#[C:18]C(O)(C)C)[C:5]([CH3:16])=[C:6]([NH:8][C:9](=[O:15])[O:10][C:11]([CH3:14])([CH3:13])[CH3:12])[CH:7]=1.C(=O)([O-])[O-].[K+].[K+].C1OCCOCCOCCOCCOCCOC1. Product: [Cl:1][C:2]1[CH:3]=[C:4]([C:17]#[CH:18])[C:5]([CH3:16])=[C:6]([NH:8][C:9](=[O:15])[O:10][C:11]([CH3:12])([CH3:13])[CH3:14])[CH:7]=1. The catalyst class is: 11. (4) Reactant: [C:1]1([C:7]([CH:11]2[CH:16]3[CH2:17][CH2:18][N:13]([CH2:14][CH2:15]3)[CH2:12]2)([OH:10])[C:8]#[CH:9])[CH:6]=[CH:5][CH:4]=[CH:3][CH:2]=1.Br[C:20]1[CH:29]=[CH:28][C:23]([C:24]([O:26][CH3:27])=[O:25])=[CH:22][CH:21]=1.C(N(CC)CC)C.[Cl-]. Product: [OH:10][C:7]([C:1]1[CH:2]=[CH:3][CH:4]=[CH:5][CH:6]=1)([CH:11]1[CH:16]2[CH2:17][CH2:18][N:13]([CH2:14][CH2:15]2)[CH2:12]1)[C:8]#[C:9][C:20]1[CH:29]=[CH:28][C:23]([C:24]([O:26][CH3:27])=[O:25])=[CH:22][CH:21]=1. The catalyst class is: 804.